Regression. Given two drug SMILES strings and cell line genomic features, predict the synergy score measuring deviation from expected non-interaction effect. From a dataset of NCI-60 drug combinations with 297,098 pairs across 59 cell lines. (1) Drug 1: C1=NC2=C(N1)C(=S)N=C(N2)N. Drug 2: C1C(C(OC1N2C=NC3=C(N=C(N=C32)Cl)N)CO)O. Cell line: HCT-15. Synergy scores: CSS=32.5, Synergy_ZIP=-5.89, Synergy_Bliss=-5.29, Synergy_Loewe=-9.14, Synergy_HSA=-4.12. (2) Drug 1: C1=CC(=CC=C1CCCC(=O)O)N(CCCl)CCCl. Drug 2: CCC1(CC2CC(C3=C(CCN(C2)C1)C4=CC=CC=C4N3)(C5=C(C=C6C(=C5)C78CCN9C7C(C=CC9)(C(C(C8N6C)(C(=O)OC)O)OC(=O)C)CC)OC)C(=O)OC)O.OS(=O)(=O)O. Cell line: IGROV1. Synergy scores: CSS=35.8, Synergy_ZIP=-7.33, Synergy_Bliss=-3.46, Synergy_Loewe=-0.961, Synergy_HSA=-0.187. (3) Drug 1: CC(C)CN1C=NC2=C1C3=CC=CC=C3N=C2N. Drug 2: CCC1(C2=C(COC1=O)C(=O)N3CC4=CC5=C(C=CC(=C5CN(C)C)O)N=C4C3=C2)O.Cl. Cell line: NCI-H460. Synergy scores: CSS=60.8, Synergy_ZIP=-1.61, Synergy_Bliss=-1.48, Synergy_Loewe=-19.8, Synergy_HSA=-1.89. (4) Drug 2: C(CCl)NC(=O)N(CCCl)N=O. Drug 1: C1CCC(C(C1)N)N.C(=O)(C(=O)[O-])[O-].[Pt+4]. Cell line: UACC62. Synergy scores: CSS=25.5, Synergy_ZIP=-7.19, Synergy_Bliss=-3.30, Synergy_Loewe=-5.14, Synergy_HSA=0.324. (5) Drug 1: CC1OCC2C(O1)C(C(C(O2)OC3C4COC(=O)C4C(C5=CC6=C(C=C35)OCO6)C7=CC(=C(C(=C7)OC)O)OC)O)O. Drug 2: C(CC(=O)O)C(=O)CN.Cl. Cell line: SNB-19. Synergy scores: CSS=23.9, Synergy_ZIP=-2.91, Synergy_Bliss=-2.90, Synergy_Loewe=-11.0, Synergy_HSA=-1.29. (6) Drug 1: CS(=O)(=O)C1=CC(=C(C=C1)C(=O)NC2=CC(=C(C=C2)Cl)C3=CC=CC=N3)Cl. Drug 2: C1CCC(CC1)NC(=O)N(CCCl)N=O. Cell line: MDA-MB-231. Synergy scores: CSS=16.6, Synergy_ZIP=-4.24, Synergy_Bliss=-1.29, Synergy_Loewe=-4.48, Synergy_HSA=-0.432. (7) Drug 1: C1C(C(OC1N2C=C(C(=O)NC2=O)F)CO)O. Drug 2: CC1=C(C(CCC1)(C)C)C=CC(=CC=CC(=CC(=O)O)C)C. Cell line: HS 578T. Synergy scores: CSS=36.1, Synergy_ZIP=-1.09, Synergy_Bliss=1.53, Synergy_Loewe=-22.5, Synergy_HSA=6.07. (8) Drug 1: CCCS(=O)(=O)NC1=C(C(=C(C=C1)F)C(=O)C2=CNC3=C2C=C(C=N3)C4=CC=C(C=C4)Cl)F. Drug 2: CS(=O)(=O)C1=CC(=C(C=C1)C(=O)NC2=CC(=C(C=C2)Cl)C3=CC=CC=N3)Cl. Cell line: SF-539. Synergy scores: CSS=8.90, Synergy_ZIP=-1.25, Synergy_Bliss=4.44, Synergy_Loewe=3.96, Synergy_HSA=4.59.